Dataset: Reaction yield outcomes from USPTO patents with 853,638 reactions. Task: Predict the reaction yield, written as a fraction of the theoretical maximum amount of product (1.0 means a 100% yield; for example, 0.34 means a 34% yield). The reactants are [C:1]([O:5][C:6]([N:8]([C:13]1[CH:14]=[C:15]([CH:23]=[CH:24][C:25]=1[O:26][CH3:27])[C:16]([S:18][CH2:19][C:20]([OH:22])=[O:21])=[O:17])[S:9]([CH3:12])(=[O:11])=[O:10])=[O:7])([CH3:4])([CH3:3])[CH3:2].C(Cl)CCl.[Cl:32][C:33]1[CH:34]=[N+:35]([O-:58])[CH:36]=[C:37]([Cl:57])[C:38]=1[CH2:39][C@@H:40]([C:42]1[CH:47]=[CH:46][C:45]([O:48][CH:49]([F:51])[F:50])=[C:44]([O:52][CH2:53][CH:54]2[CH2:56][CH2:55]2)[CH:43]=1)O. The catalyst is C(Cl)Cl.CN(C1C=CN=CC=1)C. The product is [C:1]([O:5][C:6]([N:8]([C:13]1[CH:14]=[C:15]([CH:23]=[CH:24][C:25]=1[O:26][CH3:27])[C:16]([S:18][CH2:19][C:20]([O:22][C@H:40]([C:42]1[CH:47]=[CH:46][C:45]([O:48][CH:49]([F:50])[F:51])=[C:44]([O:52][CH2:53][CH:54]2[CH2:55][CH2:56]2)[CH:43]=1)[CH2:39][C:38]1[C:37]([Cl:57])=[CH:36][N+:35]([O-:58])=[CH:34][C:33]=1[Cl:32])=[O:21])=[O:17])[S:9]([CH3:12])(=[O:11])=[O:10])=[O:7])([CH3:4])([CH3:3])[CH3:2]. The yield is 0.244.